This data is from Forward reaction prediction with 1.9M reactions from USPTO patents (1976-2016). The task is: Predict the product of the given reaction. (1) Given the reactants C[N:2](C(ON1N=NC2C=CC=NC1=2)=[N+](C)C)C.F[P-](F)(F)(F)(F)F.[Cl:25][C:26]1[CH:27]=[N:28][CH:29]=[C:30]([Cl:55])[C:31]=1[NH:32][C:33]1[C:42]2[C:37](=[C:38]([O:45][CH2:46][CH2:47][CH2:48][CH2:49][CH2:50][C:51](O)=[O:52])[C:39]([O:43][CH3:44])=[CH:40][CH:41]=2)[O:36][C:35](=[O:54])[CH:34]=1.[NH4+].[OH-], predict the reaction product. The product is: [Cl:25][C:26]1[CH:27]=[N:28][CH:29]=[C:30]([Cl:55])[C:31]=1[NH:32][C:33]1[C:42]2[C:37](=[C:38]([O:45][CH2:46][CH2:47][CH2:48][CH2:49][CH2:50][C:51]([NH2:2])=[O:52])[C:39]([O:43][CH3:44])=[CH:40][CH:41]=2)[O:36][C:35](=[O:54])[CH:34]=1. (2) Given the reactants Br[C:2]1[CH:3]=[C:4]([N:10]2[CH2:15][CH2:14][O:13][CH2:12][CH2:11]2)[C:5]([C:8]#[N:9])=[N:6][CH:7]=1.[CH3:16][C:17]1[N:22]=[CH:21][C:20]([NH2:23])=[CH:19][C:18]=1B1OC(C)(C)C(C)(C)O1, predict the reaction product. The product is: [NH2:23][C:20]1[CH:19]=[C:18]([C:2]2[CH:7]=[N:6][C:5]([C:8]#[N:9])=[C:4]([N:10]3[CH2:15][CH2:14][O:13][CH2:12][CH2:11]3)[CH:3]=2)[C:17]([CH3:16])=[N:22][CH:21]=1. (3) Given the reactants [CH3:1][O:2][C:3]1[CH:4]=[C:5](B(O)O)[CH:6]=[CH:7][CH:8]=1.[CH:12](=[O:17])/[CH:13]=[CH:14]/[CH2:15][CH3:16].C1(C2[C@H]3CC[C@@H](C=2)C(C2C=CC=CC=2)=C3)C=CC=CC=1.[OH-].[K+], predict the reaction product. The product is: [CH3:1][O:2][C:3]1[CH:4]=[C:5]([C@H:14]([CH2:15][CH3:16])[CH2:13][CH:12]=[O:17])[CH:6]=[CH:7][CH:8]=1. (4) Given the reactants Cl[C:2]1[N:7]=[CH:6][N:5]=[C:4]([O:8][C:9]2[CH:10]=[C:11]3[C:16](=[CH:17][CH:18]=2)[N:15]=[CH:14][CH:13]=[CH:12]3)[CH:3]=1.[N-:19]=[N+:20]=[N-:21].[Na+], predict the reaction product. The product is: [N:19]([C:2]1[N:7]=[CH:6][N:5]=[C:4]([O:8][C:9]2[CH:10]=[C:11]3[C:16](=[CH:17][CH:18]=2)[N:15]=[CH:14][CH:13]=[CH:12]3)[CH:3]=1)=[N+:20]=[N-:21].